Dataset: Full USPTO retrosynthesis dataset with 1.9M reactions from patents (1976-2016). Task: Predict the reactants needed to synthesize the given product. (1) The reactants are: [CH2:1]([O:3][C:4]([C:6]1[NH:7][C:8]2[C:13]([CH:14]=1)=[C:12]([O:15][C:16]1[CH:21]=[C:20]([CH3:22])[CH:19]=[CH:18][C:17]=1[N+:23]([O-])=O)[CH:11]=[CH:10][CH:9]=2)=[O:5])[CH3:2]. Given the product [CH2:1]([O:3][C:4]([C:6]1[NH:7][C:8]2[C:13]([CH:14]=1)=[C:12]([O:15][C:16]1[CH:21]=[C:20]([CH3:22])[CH:19]=[CH:18][C:17]=1[NH2:23])[CH:11]=[CH:10][CH:9]=2)=[O:5])[CH3:2], predict the reactants needed to synthesize it. (2) Given the product [C:15]1([C:12]([CH3:14])([CH2:11][CH:9]([C:3]2[CH:4]=[CH:5][CH:6]=[CH:7][CH:8]=2)[CH3:10])[CH3:13])[CH:20]=[CH:19][CH:18]=[CH:17][CH:16]=1, predict the reactants needed to synthesize it. The reactants are: [H][H].[C:3]1([C:9]([CH2:11][C:12]([C:15]2[CH:20]=[CH:19][CH:18]=[CH:17][CH:16]=2)([CH3:14])[CH3:13])=[CH2:10])[CH:8]=[CH:7][CH:6]=[CH:5][CH:4]=1. (3) Given the product [CH:20]([C:22]1[CH:27]=[CH:26][C:25]([C:2]2[C:3]([C:14]3[CH:19]=[CH:18][CH:17]=[CH:16][CH:15]=3)=[CH:4][C:5]3[CH:10]=[N:9][C:8]([C:11]#[N:12])=[N:7][C:6]=3[N:13]=2)=[CH:24][CH:23]=1)=[O:21], predict the reactants needed to synthesize it. The reactants are: Cl[C:2]1[C:3]([C:14]2[CH:19]=[CH:18][CH:17]=[CH:16][CH:15]=2)=[CH:4][C:5]2[CH:10]=[N:9][C:8]([C:11]#[N:12])=[N:7][C:6]=2[N:13]=1.[CH:20]([C:22]1[CH:27]=[CH:26][C:25](B(O)O)=[CH:24][CH:23]=1)=[O:21].C(=O)([O-])[O-].[Cs+].[Cs+]. (4) Given the product [C:15]([C:8]1[N:7]=[C:6]([CH2:5][OH:4])[CH:11]=[CH:10][CH:9]=1)#[CH:16], predict the reactants needed to synthesize it. The reactants are: C([O:4][CH2:5][C:6]1[CH:11]=[CH:10][CH:9]=[C:8](Br)[N:7]=1)(=O)C.C[Si](C)(C)[C:15]#[CH:16]. (5) The reactants are: [C:1]([CH2:3][CH2:4][CH2:5][CH2:6][N:7]1[CH:12]=[CH:11][C:10]([NH:13][C:14](=[O:22])[CH2:15][C:16]2[CH:21]=[CH:20][CH:19]=[CH:18][CH:17]=2)=[N:9][C:8]1=[O:23])#[N:2].FC(F)(F)C(O)=O.[NH:31]([C:33](=[S:35])[NH2:34])N. Given the product [NH2:34][C:33]1[S:35][C:1]([CH2:3][CH2:4][CH2:5][CH2:6][N:7]2[CH:12]=[CH:11][C:10]([NH:13][C:14](=[O:22])[CH2:15][C:16]3[CH:17]=[CH:18][CH:19]=[CH:20][CH:21]=3)=[N:9][C:8]2=[O:23])=[N:2][N:31]=1, predict the reactants needed to synthesize it. (6) Given the product [C:17]([O:16][C:14]([CH2:13][CH2:12][NH:11][S:10]([C:6]1[CH:5]=[C:4]([CH:9]=[CH:8][CH:7]=1)[C:3]([OH:23])=[O:2])(=[O:22])=[O:21])=[O:15])([CH3:20])([CH3:18])[CH3:19], predict the reactants needed to synthesize it. The reactants are: C[O:2][C:3](=[O:23])[C:4]1[CH:9]=[CH:8][CH:7]=[C:6]([S:10](=[O:22])(=[O:21])[NH:11][CH2:12][CH2:13][C:14]([O:16][C:17]([CH3:20])([CH3:19])[CH3:18])=[O:15])[CH:5]=1.[I-].[Li+]. (7) Given the product [ClH:24].[O:27]1[C:36]2[CH:35]=[C:34]([CH2:37][NH:1][CH:2]3[CH2:7][CH2:6][N:5]([CH2:8][CH:9]4[N:19]5[C:20]6[N:11]([C:12](=[O:22])[CH:13]=[CH:14][C:15]=6[N:16]=[CH:17][C:18]5=[O:21])[CH2:10]4)[CH2:4][CH2:3]3)[N:33]=[CH:32][C:31]=2[O:30][CH2:29][CH2:28]1, predict the reactants needed to synthesize it. The reactants are: [NH2:1][CH:2]1[CH2:7][CH2:6][N:5]([CH2:8][CH:9]2[N:19]3[C:20]4[N:11]([C:12](=[O:22])[CH:13]=[CH:14][C:15]=4[N:16]=[CH:17][C:18]3=[O:21])[CH2:10]2)[CH2:4][CH2:3]1.C(Cl)(Cl)[Cl:24].[O:27]1[C:36]2[CH:35]=[C:34]([CH:37]=O)[N:33]=[CH:32][C:31]=2[O:30][CH2:29][CH2:28]1.C(O[BH-](OC(=O)C)OC(=O)C)(=O)C.[Na+]. (8) Given the product [F:9][CH:10]1[CH2:15][CH2:14][NH:13][C@@H:12]([C:23]([NH:24][C@H:25]([C:27]2[CH:28]=[CH:29][C:30]([C:33]([O:35][CH3:36])=[O:34])=[CH:31][CH:32]=2)[CH3:26])=[O:37])[CH2:11]1, predict the reactants needed to synthesize it. The reactants are: C(=O)(OC(C)(C)C)N.[F:9][CH:10]1[CH2:15][CH2:14][N:13](C(OC(C)(C)C)=O)[C@@H:12]([C:23](=[O:37])[NH:24][C@H:25]([C:27]2[CH:32]=[CH:31][C:30]([C:33]([O:35][CH3:36])=[O:34])=[CH:29][CH:28]=2)[CH3:26])[CH2:11]1. (9) Given the product [CH:32]1([CH2:36][NH:37][C:16]([C:15]2[CH:31]=[C:11]([F:10])[CH:12]=[CH:13][C:14]=2[NH:19][C:18]([C:20]2[C:29]3[C:24](=[CH:25][CH:26]=[CH:27][CH:28]=3)[CH:23]=[CH:22][CH:21]=2)=[O:17])=[O:30])[CH2:35][CH2:34][CH2:33]1, predict the reactants needed to synthesize it. The reactants are: C(N(C(C)C)CC)(C)C.[F:10][C:11]1[CH:12]=[CH:13][C:14]2[N:19]=[C:18]([C:20]3[C:29]4[C:24](=[CH:25][CH:26]=[CH:27][CH:28]=4)[CH:23]=[CH:22][CH:21]=3)[O:17][C:16](=[O:30])[C:15]=2[CH:31]=1.[CH:32]1([CH2:36][NH2:37])[CH2:35][CH2:34][CH2:33]1. (10) Given the product [F:1][C:2]1[CH:10]=[C:9]([C:11]([F:14])([F:13])[F:12])[CH:8]=[C:7]([C:15]([F:18])([F:17])[F:16])[C:3]=1[C:4]([NH:19][C:20]1[CH:21]=[CH:22][C:23]([C:26]([O:28][CH3:29])=[O:27])=[N:24][CH:25]=1)=[O:5], predict the reactants needed to synthesize it. The reactants are: [F:1][C:2]1[CH:10]=[C:9]([C:11]([F:14])([F:13])[F:12])[CH:8]=[C:7]([C:15]([F:18])([F:17])[F:16])[C:3]=1[C:4](Cl)=[O:5].[NH2:19][C:20]1[CH:21]=[CH:22][C:23]([C:26]([O:28][CH3:29])=[O:27])=[N:24][CH:25]=1.N1C=CC=CC=1.Cl.